Dataset: Reaction yield outcomes from USPTO patents with 853,638 reactions. Task: Predict the reaction yield, written as a fraction of the theoretical maximum amount of product (1.0 means a 100% yield; for example, 0.34 means a 34% yield). The reactants are [Li+].[OH-].[C:3]([O:7][C:8]([NH:10][C@@H:11]([CH2:21][CH2:22][CH2:23][CH2:24][NH:25][C:26]([O:28][C:29]([CH3:32])([CH3:31])[CH3:30])=[O:27])[C:12]([NH:14][CH2:15][CH2:16][C:17]([O:19]C)=[O:18])=[O:13])=[O:9])([CH3:6])([CH3:5])[CH3:4].O1CCOCC1. The catalyst is O. The product is [C:3]([O:7][C:8]([NH:10][C@@H:11]([CH2:21][CH2:22][CH2:23][CH2:24][NH:25][C:26]([O:28][C:29]([CH3:32])([CH3:31])[CH3:30])=[O:27])[C:12]([NH:14][CH2:15][CH2:16][C:17]([OH:19])=[O:18])=[O:13])=[O:9])([CH3:6])([CH3:5])[CH3:4]. The yield is 0.870.